From a dataset of Reaction yield outcomes from USPTO patents with 853,638 reactions. Predict the reaction yield, written as a fraction of the theoretical maximum amount of product (1.0 means a 100% yield; for example, 0.34 means a 34% yield). (1) The reactants are [ClH:1].[N+](C1C=CC(C2SC(CCN)=NC=2)=CC=1)([O-])=O.[N+:19]([C:22]1[CH:27]=[CH:26][C:25]([C:28]2[S:32][C:31]([C:33]([NH:36]C(=O)OC(C)(C)C)([CH3:35])[CH3:34])=[N:30][CH:29]=2)=[CH:24][CH:23]=1)([O-:21])=[O:20].Cl. No catalyst specified. The product is [ClH:1].[N+:19]([C:22]1[CH:23]=[CH:24][C:25]([C:28]2[S:32][C:31]([C:33]([NH2:36])([CH3:34])[CH3:35])=[N:30][CH:29]=2)=[CH:26][CH:27]=1)([O-:21])=[O:20]. The yield is 0.770. (2) The reactants are C([O:3][C:4]([C:6]1[CH:7]=[C:8]2[C:13](=[CH:14][CH:15]=1)[NH:12][CH:11]([C:16]1[CH:21]=[CH:20][CH:19]=[C:18]([N:22]3[CH2:27][CH2:26][N:25]([CH3:28])[CH2:24][CH2:23]3)[CH:17]=1)[C:10]([CH3:30])([CH3:29])[CH2:9]2)=[O:5])C.[OH-].[Na+].Cl. The catalyst is CO.O1CCCC1.O. The product is [CH3:29][C:10]1([CH3:30])[CH2:9][C:8]2[C:13](=[CH:14][CH:15]=[C:6]([C:4]([OH:5])=[O:3])[CH:7]=2)[NH:12][CH:11]1[C:16]1[CH:21]=[CH:20][CH:19]=[C:18]([N:22]2[CH2:23][CH2:24][N:25]([CH3:28])[CH2:26][CH2:27]2)[CH:17]=1. The yield is 0.900. (3) The reactants are [S:1]1[CH:5]=[CH:4][CH:3]=[C:2]1[CH2:6][CH2:7][OH:8].[CH2:9]=O. The yield is 0.660. The product is [S:1]1[C:2]2[CH2:6][CH2:7][O:8][CH2:9][C:3]=2[CH:4]=[CH:5]1. The catalyst is [Cl-].[In+3].[Cl-].[Cl-].C(#N)C.